Task: Predict the product of the given reaction.. Dataset: Forward reaction prediction with 1.9M reactions from USPTO patents (1976-2016) (1) Given the reactants [F:1][C:2]([F:17])([F:16])[C:3]1[CH:8]=[CH:7][C:6]([C:9]2[O:13][N:12]=[C:11]([CH2:14][OH:15])[CH:10]=2)=[CH:5][CH:4]=1.[C:18]([Si:22](Cl)([CH3:24])[CH3:23])([CH3:21])([CH3:20])[CH3:19].N1C=CN=C1.C(Cl)Cl, predict the reaction product. The product is: [Si:22]([O:15][CH2:14][C:11]1[CH:10]=[C:9]([C:6]2[CH:5]=[CH:4][C:3]([C:2]([F:1])([F:16])[F:17])=[CH:8][CH:7]=2)[O:13][N:12]=1)([C:18]([CH3:21])([CH3:20])[CH3:19])([CH3:24])[CH3:23]. (2) Given the reactants [CH2:1]([N:3]1[C:8]2[CH:9]=[CH:10][C:11]([N+:13]([O-:15])=[O:14])=[CH:12][C:7]=2[O:6][CH:5]([CH2:16][CH2:17][OH:18])[C:4]1=[O:19])[CH3:2].CCN(C(C)C)C(C)C.[CH3:29][S:30](Cl)(=[O:32])=[O:31], predict the reaction product. The product is: [CH3:29][S:30]([O:18][CH2:17][CH2:16][CH:5]1[C:4](=[O:19])[N:3]([CH2:1][CH3:2])[C:8]2[CH:9]=[CH:10][C:11]([N+:13]([O-:15])=[O:14])=[CH:12][C:7]=2[O:6]1)(=[O:32])=[O:31]. (3) The product is: [C:1]([O:5][C:6]([N:8]1[CH2:13][CH2:12][CH2:11][C@@H:10]([NH:14][C:15]2[CH:20]=[N:19][CH:18]=[C:17]([C:21]3[CH:22]=[N:23][N:24]4[CH:29]=[C:28]([C:60]#[N:61])[CH:27]=[CH:26][C:25]=34)[N:16]=2)[CH2:9]1)=[O:7])([CH3:4])([CH3:3])[CH3:2]. Given the reactants [C:1]([O:5][C:6]([N:8]1[CH2:13][CH2:12][CH2:11][C@@H:10]([NH:14][C:15]2[CH:20]=[N:19][CH:18]=[C:17]([C:21]3[CH:22]=[N:23][N:24]4[CH:29]=[C:28](Cl)[CH:27]=[CH:26][C:25]=34)[N:16]=2)[CH2:9]1)=[O:7])([CH3:4])([CH3:3])[CH3:2].COC1C=CC=C(OC)C=1C1C=CC=CC=1P(C1CCCCC1)C1CCCCC1.[CH3:60][N:61](C=O)C.O, predict the reaction product. (4) Given the reactants [I:1][C:2]1[CH:11]=[CH:10][C:5]([C:6](NC)=[O:7])=[CH:4][C:3]=1[O:12][CH3:13].CN(C)C=O.IC1C=CC(C(O)=O)=CC=1OC.S(Cl)([Cl:34])(=O)=O, predict the reaction product. The product is: [I:1][C:2]1[CH:11]=[CH:10][C:5]([C:6]([Cl:34])=[O:7])=[CH:4][C:3]=1[O:12][CH3:13].